This data is from Forward reaction prediction with 1.9M reactions from USPTO patents (1976-2016). The task is: Predict the product of the given reaction. (1) Given the reactants Cl[C:2]1[N:7]=[C:6]([NH:8][C:9]2[CH:10]=[C:11]3[C:15](=[CH:16][CH:17]=2)[NH:14][N:13]=[CH:12]3)[CH:5]=[C:4]([CH3:18])[N:3]=1.[CH3:19][O:20][C:21]1[CH:22]=[C:23]2[C:27](=[CH:28][CH:29]=1)[CH2:26][NH:25][CH2:24]2.CCN(C(C)C)C(C)C, predict the reaction product. The product is: [CH3:19][O:20][C:21]1[CH:22]=[C:23]2[C:27](=[CH:28][CH:29]=1)[CH2:26][N:25]([C:2]1[N:7]=[C:6]([NH:8][C:9]3[CH:10]=[C:11]4[C:15](=[CH:16][CH:17]=3)[NH:14][N:13]=[CH:12]4)[CH:5]=[C:4]([CH3:18])[N:3]=1)[CH2:24]2. (2) The product is: [Br:16][CH2:1][C:2]1[CH:3]=[C:4]([CH:13]=[CH:14][CH:15]=1)[C:5]([C:7]1[CH:12]=[CH:11][CH:10]=[CH:9][CH:8]=1)=[O:6]. Given the reactants [CH3:1][C:2]1[CH:3]=[C:4]([CH:13]=[CH:14][CH:15]=1)[C:5]([C:7]1[CH:12]=[CH:11][CH:10]=[CH:9][CH:8]=1)=[O:6].[Br:16]Br, predict the reaction product. (3) Given the reactants CN(C(ON1N=NC2C=CC=NC1=2)=[N+](C)C)C.F[P-](F)(F)(F)(F)F.[F:25][C:26]([F:41])([F:40])[O:27][C:28]1[CH:33]=[CH:32][C:31]([N:34]2[CH2:39][CH2:38][NH:37][CH2:36][CH2:35]2)=[CH:30][CH:29]=1.[Cl:42][C:43]1[C:44]([C:53]([F:56])([F:55])[F:54])=[N:45][N:46]([CH2:49][C:50](O)=[O:51])[C:47]=1[CH3:48], predict the reaction product. The product is: [Cl:42][C:43]1[C:44]([C:53]([F:55])([F:54])[F:56])=[N:45][N:46]([CH2:49][C:50]([N:37]2[CH2:36][CH2:35][N:34]([C:31]3[CH:32]=[CH:33][C:28]([O:27][C:26]([F:25])([F:40])[F:41])=[CH:29][CH:30]=3)[CH2:39][CH2:38]2)=[O:51])[C:47]=1[CH3:48]. (4) Given the reactants [CH2:1]([O:3][CH:4]1[CH2:9][CH2:8][CH:7]([NH2:10])[CH2:6][CH2:5]1)[CH3:2].[Cl:11][C:12]1[N:20]=[C:19]2[C:15]([NH:16][CH:17]=[N:18]2)=[C:14](Cl)[N:13]=1, predict the reaction product. The product is: [Cl:11][C:12]1[N:20]=[C:19]2[C:15]([N:16]=[CH:17][NH:18]2)=[C:14]([NH:10][CH:7]2[CH2:8][CH2:9][CH:4]([O:3][CH2:1][CH3:2])[CH2:5][CH2:6]2)[N:13]=1. (5) The product is: [C:1]1([CH:7]([C:9]2[CH:10]=[CH:11][CH:12]=[CH:13][CH:14]=2)[CH2:8][Si:21]([CH3:23])([CH3:22])[CH3:15])[CH:6]=[CH:5][CH:4]=[CH:3][CH:2]=1. Given the reactants [C:1]1([C:7]([C:9]2[CH:14]=[CH:13][CH:12]=[CH:11][CH:10]=2)=[CH2:8])[CH:6]=[CH:5][CH:4]=[CH:3][CH:2]=1.[CH:15]1([Si:21](C)([CH3:23])[CH3:22])C=CCC=C1, predict the reaction product.